Dataset: Choline transporter screen with 302,306 compounds. Task: Binary Classification. Given a drug SMILES string, predict its activity (active/inactive) in a high-throughput screening assay against a specified biological target. (1) The molecule is Clc1ccc(NC(=O)C\C(=N\NC(=O)CC)C)cc1. The result is 0 (inactive). (2) The molecule is S=C(NCCCO)Nc1ccc(Oc2ccccc2)cc1. The result is 0 (inactive). (3) The molecule is S(c1cc(N2CCN(CC2)CCO)ccc1[N+]([O-])=O)c1ncccc1. The result is 0 (inactive). (4) The compound is s1nnc2cc(C(=O)N3CCCC3)ccc12. The result is 0 (inactive). (5) The drug is O(c1cc(C2NC(=O)NC(=C2C(=O)C)c2ccccc2)ccc1OCC(OC)=O)C. The result is 0 (inactive). (6) The compound is Brc1ccc(C(=O)CCNc2ccc(C(C)C)cc2)cc1. The result is 0 (inactive). (7) The molecule is S(=O)(=O)(N(CC(=O)N1CCC(CC1)C)c1cc(ccc1)C)c1ccc(cc1)C. The result is 0 (inactive).